The task is: Predict the reaction yield, written as a fraction of the theoretical maximum amount of product (1.0 means a 100% yield; for example, 0.34 means a 34% yield).. This data is from Buchwald-Hartwig C-N cross coupling reaction yields with 55,370 reactions. No catalyst specified. The product is Cc1ccc(Nc2cccnc2)cc1. The yield is 0.136. The reactants are Brc1cccnc1.Cc1ccc(N)cc1.O=S(=O)(O[Pd]1c2ccccc2-c2ccccc2N~1)C(F)(F)F.CC(C)c1cc(C(C)C)c(-c2ccccc2P(C2CCCCC2)C2CCCCC2)c(C(C)C)c1.CCN=P(N=P(N(C)C)(N(C)C)N(C)C)(N(C)C)N(C)C.COC(=O)c1cc(-c2cccs2)on1.